This data is from HIV replication inhibition screening data with 41,000+ compounds from the AIDS Antiviral Screen. The task is: Binary Classification. Given a drug SMILES string, predict its activity (active/inactive) in a high-throughput screening assay against a specified biological target. (1) The molecule is O=[N+]([O-])C(=C(Sc1ccccc1)Sc1ccccc1)C(Cl)=C(Cl)Cl. The result is 0 (inactive). (2) The molecule is COc1ccc(COCCOCc2nc(C#N)c(N)o2)cc1. The result is 0 (inactive). (3) The molecule is CCOC(=O)c1c(C)[nH]c(C(=O)C(N=O)C(=O)OCC)c1C. The result is 0 (inactive). (4) The molecule is COc1ccc(CN2CC(=O)N3Cc4ccccc4CN3C(=O)C2)cc1. The result is 0 (inactive). (5) The compound is O=C1NC(c2ccco2)N2C(=O)NC(c3ccco3)N12. The result is 0 (inactive).